This data is from Reaction yield outcomes from USPTO patents with 853,638 reactions. The task is: Predict the reaction yield, written as a fraction of the theoretical maximum amount of product (1.0 means a 100% yield; for example, 0.34 means a 34% yield). The reactants are CC1C(CCN2CCN(C3C=CC=C4C=3C=CC(C)=N4)CC2)=C2C(=CC=1)NC(=[O:12])CC2.[CH3:32][N:33]1[C:42]2[C:37](=[C:38]([CH2:44][CH:45]=C)[C:39]([CH3:43])=[CH:40][CH:41]=2)[CH:36]=[CH:35][C:34]1=[O:47]. No catalyst specified. The product is [CH3:32][N:33]1[C:42]2[C:37](=[C:38]([CH2:44][CH:45]=[O:12])[C:39]([CH3:43])=[CH:40][CH:41]=2)[CH:36]=[CH:35][C:34]1=[O:47]. The yield is 0.640.